Task: Predict which catalyst facilitates the given reaction.. Dataset: Catalyst prediction with 721,799 reactions and 888 catalyst types from USPTO Reactant: [Br:1][C:2]1[S:6][C:5]([N:7]([CH2:15][C@@H:16]([NH:36][C:37]([O:39][C:40]([CH3:43])([CH3:42])[CH3:41])=[O:38])[C@@H:17]([O:28][Si](C(C)(C)C)(C)C)[C:18]2[CH:23]=[CH:22][C:21]([C:24]([F:27])([F:26])[F:25])=[CH:20][CH:19]=2)[C:8](=[O:14])[O:9][C:10]([CH3:13])([CH3:12])[CH3:11])=[N:4][CH:3]=1.C1COCC1.[F-].C([N+](CCCC)(CCCC)CCCC)CCC. Product: [Br:1][C:2]1[S:6][C:5]([N:7]([CH2:15][C@@H:16]([NH:36][C:37]([O:39][C:40]([CH3:43])([CH3:42])[CH3:41])=[O:38])[C@@H:17]([OH:28])[C:18]2[CH:23]=[CH:22][C:21]([C:24]([F:26])([F:25])[F:27])=[CH:20][CH:19]=2)[C:8](=[O:14])[O:9][C:10]([CH3:11])([CH3:13])[CH3:12])=[N:4][CH:3]=1. The catalyst class is: 6.